From a dataset of Forward reaction prediction with 1.9M reactions from USPTO patents (1976-2016). Predict the product of the given reaction. Given the reactants [NH2:1][C:2]1[CH:3]=[C:4]2[C:9](=[C:10]([C:12]([F:15])([F:14])[F:13])[CH:11]=1)[N:8]=[CH:7][C:6]([C:16]#[N:17])=[C:5]2[NH:18][C:19]1[CH:24]=[CH:23][C:22]([F:25])=[C:21]([Cl:26])[CH:20]=1.[C:27]1([S:33]([N:36]2[CH:40]=[CH:39][CH:38]=[C:37]2[CH:41]=O)(=[O:35])=[O:34])[CH:32]=[CH:31][CH:30]=[CH:29][CH:28]=1.[BH3-]C#N.[Na+], predict the reaction product. The product is: [Cl:26][C:21]1[CH:20]=[C:19]([NH:18][C:5]2[C:4]3[C:9](=[C:10]([C:12]([F:13])([F:14])[F:15])[CH:11]=[C:2]([NH:1][CH2:41][C:37]4[N:36]([S:33]([C:27]5[CH:32]=[CH:31][CH:30]=[CH:29][CH:28]=5)(=[O:35])=[O:34])[CH:40]=[CH:39][CH:38]=4)[CH:3]=3)[N:8]=[CH:7][C:6]=2[C:16]#[N:17])[CH:24]=[CH:23][C:22]=1[F:25].